This data is from Forward reaction prediction with 1.9M reactions from USPTO patents (1976-2016). The task is: Predict the product of the given reaction. Given the reactants [CH3:1][C:2]([CH3:26])([CH3:25])[CH2:3][CH2:4]/[N:5]=[CH:6]\[C:7]1[S:11][C:10]([CH:12]2[CH2:17][CH2:16][N:15]([C:18]([O:20][C:21]([CH3:24])([CH3:23])[CH3:22])=[O:19])[CH2:14][CH2:13]2)=[N:9][CH:8]=1.[SH:27][C@@H:28]([CH2:32][C:33]([OH:35])=[O:34])[C:29](O)=[O:30], predict the reaction product. The product is: [C:21]([O:20][C:18]([N:15]1[CH2:16][CH2:17][CH:12]([C:10]2[S:11][C:7]([CH:6]3[N:5]([CH2:4][CH2:3][C:2]([CH3:26])([CH3:25])[CH3:1])[C:29](=[O:30])[C@H:28]([CH2:32][C:33]([OH:35])=[O:34])[S:27]3)=[CH:8][N:9]=2)[CH2:13][CH2:14]1)=[O:19])([CH3:24])([CH3:23])[CH3:22].